From a dataset of Catalyst prediction with 721,799 reactions and 888 catalyst types from USPTO. Predict which catalyst facilitates the given reaction. (1) The catalyst class is: 27. Product: [Cl-:28].[C:1]12([C:11]3[CH:27]=[CH:26][C:14]([O:15][CH2:16][C:17]([N:19]4[CH2:24][CH2:23][NH+:22]([CH3:25])[CH2:21][CH2:20]4)=[O:18])=[CH:13][CH:12]=3)[CH2:10][CH:5]3[CH2:6][CH:7]([CH2:9][CH:3]([CH2:4]3)[CH2:2]1)[CH2:8]2. Reactant: [C:1]12([C:11]3[CH:27]=[CH:26][C:14]([O:15][CH2:16][C:17]([N:19]4[CH2:24][CH2:23][N:22]([CH3:25])[CH2:21][CH2:20]4)=[O:18])=[CH:13][CH:12]=3)[CH2:10][CH:5]3[CH2:6][CH:7]([CH2:9][CH:3]([CH2:4]3)[CH2:2]1)[CH2:8]2.[ClH:28]. (2) Reactant: [CH3:1][O:2][C:3]1[CH:4]=[C:5]2[C:10](=[CH:11][C:12]=1[O:13][CH3:14])[N:9]=[C:8]([N:15]([CH2:17][C:18]1([C:24]3[CH:29]=[CH:28][CH:27]=[CH:26][CH:25]=3)[CH2:23][CH2:22][NH:21][CH2:20][CH2:19]1)[CH3:16])[N:7]=[C:6]2[NH2:30].[O:31]1[CH2:35][CH2:34][CH2:33][CH:32]1[C:36](O)=[O:37].C(N(CC)CC)C.CN([P+](ON1N=NC2C=CC=CC1=2)(N(C)C)N(C)C)C.F[P-](F)(F)(F)(F)F. Product: [NH2:30][C:6]1[C:5]2[C:10](=[CH:11][C:12]([O:13][CH3:14])=[C:3]([O:2][CH3:1])[CH:4]=2)[N:9]=[C:8]([N:15]([CH2:17][C:18]2([C:24]3[CH:29]=[CH:28][CH:27]=[CH:26][CH:25]=3)[CH2:19][CH2:20][N:21]([C:36]([CH:32]3[CH2:33][CH2:34][CH2:35][O:31]3)=[O:37])[CH2:22][CH2:23]2)[CH3:16])[N:7]=1. The catalyst class is: 4. (3) Reactant: [CH3:1][CH:2]1[C:11](=[N:12][CH2:13][C:14]2[CH:19]=[CH:18][CH:17]=[CH:16][CH:15]=2)[CH2:10][CH2:9][C:4]2([O:8][CH2:7][CH2:6][O:5]2)[CH2:3]1.[BH4-].[Na+]. Product: [CH2:13]([NH:12][C@@H:11]1[CH2:10][CH2:9][C:4]2([O:5][CH2:6][CH2:7][O:8]2)[CH2:3][C@H:2]1[CH3:1])[C:14]1[CH:15]=[CH:16][CH:17]=[CH:18][CH:19]=1. The catalyst class is: 5. (4) Reactant: [Br:1][C:2]1[CH:3]=[C:4]2[C:9](=[CH:10][CH:11]=1)[N:8](C(=O)C(F)(F)F)[C@@H:7]([CH3:18])[CH2:6][N:5]2[C:19](=[O:27])[C:20]1[CH:25]=[CH:24][CH:23]=[CH:22][C:21]=1[F:26].C(=O)([O-])[O-].[K+].[K+]. Product: [Br:1][C:2]1[CH:3]=[C:4]2[C:9]([NH:8][C@@H:7]([CH3:18])[CH2:6][N:5]2[C:19]([C:20]2[CH:25]=[CH:24][CH:23]=[CH:22][C:21]=2[F:26])=[O:27])=[CH:10][CH:11]=1. The catalyst class is: 5. (5) Reactant: [F:1][C:2]([F:36])([F:35])[C:3]1[CH:4]=[C:5]([C:13]([CH3:34])([CH3:33])[C:14]([N:16]([C:18]2[CH:19]=[N:20][C:21](Cl)=[CH:22][C:23]=2[C:24]2[CH:29]=[CH:28][C:27]([F:30])=[CH:26][C:25]=2[CH3:31])[CH3:17])=[O:15])[CH:6]=[C:7]([C:9]([F:12])([F:11])[F:10])[CH:8]=1.[NH2:37][CH2:38][C@H:39]1[CH2:43][CH2:42][CH2:41][N:40]1C(OC(C)(C)C)=O.C(=O)([O-])[O-].[K+].[K+]. Product: [F:1][C:2]([F:36])([F:35])[C:3]1[CH:4]=[C:5]([C:13]([CH3:34])([CH3:33])[C:14]([N:16]([C:18]2[CH:19]=[N:20][C:21]([NH:37][CH2:38][C@@H:39]3[CH2:43][CH2:42][CH2:41][NH:40]3)=[CH:22][C:23]=2[C:24]2[CH:29]=[CH:28][C:27]([F:30])=[CH:26][C:25]=2[CH3:31])[CH3:17])=[O:15])[CH:6]=[C:7]([C:9]([F:12])([F:11])[F:10])[CH:8]=1. The catalyst class is: 633. (6) Reactant: [CH3:1][C:2]1[CH:7]=[C:6]([N+:8]([O-:10])=[O:9])[CH:5]=[CH:4][C:3]=1[OH:11].Cl.Cl[CH2:14][CH2:15][N:16]1[CH2:20]CC[CH2:17]1.C(=O)([O-])[O-].[Cs+].[Cs+]. Product: [CH3:17][N:16]([CH3:20])[CH2:15][CH2:14][O:11][C:3]1[CH:4]=[CH:5][C:6]([N+:8]([O-:10])=[O:9])=[CH:7][C:2]=1[CH3:1]. The catalyst class is: 3. (7) Reactant: [Cl:1][C:2]1[CH:3]=[CH:4][C:5]2[CH2:11][O:10][C:9]3[CH:12]=[CH:13][CH:14]=[CH:15][C:8]=3[N:7]([CH2:16][C@H:17]3[CH2:21][CH2:20][CH2:19][N:18]3[CH2:22][CH2:23][C:24]3[CH:29]=[CH:28][C:27]([N:30]([CH3:32])[CH3:31])=[CH:26][CH:25]=3)[C:6]=2[CH:33]=1.[ClH:34].CCOCC. Product: [ClH:1].[ClH:34].[Cl:1][C:2]1[CH:3]=[CH:4][C:5]2[CH2:11][O:10][C:9]3[CH:12]=[CH:13][CH:14]=[CH:15][C:8]=3[N:7]([CH2:16][C@H:17]3[CH2:21][CH2:20][CH2:19][N:18]3[CH2:22][CH2:23][C:24]3[CH:25]=[CH:26][C:27]([N:30]([CH3:32])[CH3:31])=[CH:28][CH:29]=3)[C:6]=2[CH:33]=1. The catalyst class is: 336. (8) Reactant: C1(O)C=CC=CC=1.[Cl:8][C:9]1[C:18]2[C:13](=[CH:14][CH:15]=[C:16]([CH2:19][N:20]3[CH2:24][CH2:23][C@H:22]([NH:25][S:26]([C:29]4[CH:38]=[CH:37][C:36]5[C:31](=[CH:32][C:33]([O:39][CH3:40])=[CH:34][CH:35]=5)[CH:30]=4)(=[O:28])=[O:27])[C:21]3=[O:41])[CH:17]=2)[CH:12]=[CH:11][N:10]=1.C([O-])(=O)C.[NH4+:46]. Product: [ClH:8].[NH2:46][C:9]1[C:18]2[C:13](=[CH:14][CH:15]=[C:16]([CH2:19][N:20]3[CH2:24][CH2:23][C@H:22]([NH:25][S:26]([C:29]4[CH:38]=[CH:37][C:36]5[C:31](=[CH:32][C:33]([O:39][CH3:40])=[CH:34][CH:35]=5)[CH:30]=4)(=[O:28])=[O:27])[C:21]3=[O:41])[CH:17]=2)[CH:12]=[CH:11][N:10]=1. The catalyst class is: 28.